This data is from Catalyst prediction with 721,799 reactions and 888 catalyst types from USPTO. The task is: Predict which catalyst facilitates the given reaction. (1) Reactant: [OH:1][CH2:2][C:3]1[CH:12]=[C:11]2[C:6]([CH:7]=[C:8]([NH:13]C(=O)OCC3C=CC=CC=3)[CH:9]=[N:10]2)=[N:5][CH:4]=1. Product: [NH2:13][C:8]1[CH:7]=[C:6]2[C:11]([CH:12]=[C:3]([CH2:2][OH:1])[CH:4]=[N:5]2)=[N:10][CH:9]=1. The catalyst class is: 43. (2) Reactant: [Cl:1][C:2]1[C:9]([F:10])=[CH:8][C:5]([CH:6]=O)=[C:4]([F:11])[CH:3]=1.[CH3:12][C@H:13]1[CH2:18][O:17][CH2:16][C@H:15]([CH3:19])[NH:14]1.C(O[BH-](OC(=O)C)OC(=O)C)(=O)C.[Na+]. Product: [Cl:1][C:2]1[C:9]([F:10])=[CH:8][C:5]([CH2:6][N:14]2[C@@H:15]([CH3:19])[CH2:16][O:17][CH2:18][C@@H:13]2[CH3:12])=[C:4]([F:11])[CH:3]=1. The catalyst class is: 4. (3) Reactant: Br[C:2]1[CH:7]=[CH:6][C:5]([N:8]2[CH2:13][CH2:12][CH2:11][CH2:10][CH:9]2[CH2:14][CH3:15])=[C:4]([CH2:16][O:17][CH3:18])[CH:3]=1.C([Li])CCC.[C:24](=[O:26])=[O:25].[ClH:27]. Product: [ClH:27].[CH2:14]([CH:9]1[CH2:10][CH2:11][CH2:12][CH2:13][N:8]1[C:5]1[CH:6]=[CH:7][C:2]([C:24]([OH:26])=[O:25])=[CH:3][C:4]=1[CH2:16][O:17][CH3:18])[CH3:15]. The catalyst class is: 1. (4) Reactant: [CH:1]1([C:4]2[CH:9]=[C:8]([OH:10])[N:7]=[C:6]([C:11]3[S:15][C:14]([S:16](Cl)(=[O:18])=[O:17])=[CH:13][CH:12]=3)[N:5]=2)[CH2:3][CH2:2]1.[C:20]([NH2:24])([CH3:23])([CH3:22])[CH3:21]. Product: [C:20]([NH:24][S:16]([C:14]1[S:15][C:11]([C:6]2[N:5]=[C:4]([CH:1]3[CH2:3][CH2:2]3)[CH:9]=[C:8]([OH:10])[N:7]=2)=[CH:12][CH:13]=1)(=[O:18])=[O:17])([CH3:23])([CH3:22])[CH3:21]. The catalyst class is: 34. (5) Reactant: [NH2:1][C@@:2]1([C:14]2[CH:19]=[CH:18][CH:17]=[CH:16][C:15]=2[F:20])[CH2:6][O:5][C@H:4]([CH3:7])[C@H:3]1[CH:8]([OH:13])[C:9]([F:12])([F:11])[F:10].[C:21]([N:29]=[C:30]=[S:31])(=[O:28])[C:22]1[CH:27]=[CH:26][CH:25]=[CH:24][CH:23]=1. Product: [C:21]([NH:29][C:30]([NH:1][C@:2]1([C:14]2[CH:19]=[CH:18][CH:17]=[CH:16][C:15]=2[F:20])[C@H:3]([CH:8]([OH:13])[C:9]([F:12])([F:10])[F:11])[C@@H:4]([CH3:7])[O:5][CH2:6]1)=[S:31])(=[O:28])[C:22]1[CH:27]=[CH:26][CH:25]=[CH:24][CH:23]=1. The catalyst class is: 91. (6) Reactant: [CH2:1]([O:8][C:9]([N:11]1[CH2:20][CH2:19][C:18]2[C:13](=[CH:14][CH:15]=[CH:16][C:17]=2[NH:21][C:22]([N:26]2[CH2:31][CH2:30][N:29]([C:32]3[N:33]=[CH:34][C:35]([C:38]([O-:40])=O)=[N:36][CH:37]=3)[CH2:28][CH:27]2[CH:41]([CH3:43])[CH3:42])=[N:23][C:24]#[N:25])[CH2:12]1)=[O:10])[C:2]1[CH:7]=[CH:6][CH:5]=[CH:4][CH:3]=1.[Li+].[CH:45]([N:48](CC)[CH:49](C)C)(C)C.CNC. Product: [C:24]([N:23]=[C:22]([N:26]1[CH2:31][CH2:30][N:29]([C:32]2[CH:37]=[N:36][C:35]([C:38](=[O:40])[N:48]([CH3:49])[CH3:45])=[CH:34][N:33]=2)[CH2:28][CH:27]1[CH:41]([CH3:42])[CH3:43])[NH:21][C:17]1[CH:16]=[CH:15][CH:14]=[C:13]2[C:18]=1[CH2:19][CH2:20][N:11]([C:9]([O:8][CH2:1][C:2]1[CH:3]=[CH:4][CH:5]=[CH:6][CH:7]=1)=[O:10])[CH2:12]2)#[N:25]. The catalyst class is: 9.